From a dataset of CYP1A2 inhibition data for predicting drug metabolism from PubChem BioAssay. Regression/Classification. Given a drug SMILES string, predict its absorption, distribution, metabolism, or excretion properties. Task type varies by dataset: regression for continuous measurements (e.g., permeability, clearance, half-life) or binary classification for categorical outcomes (e.g., BBB penetration, CYP inhibition). Dataset: cyp1a2_veith. The compound is COc1ccccc1-c1nccc(NCc2cnc(C)cn2)n1. The result is 1 (inhibitor).